Task: Predict the reaction yield, written as a fraction of the theoretical maximum amount of product (1.0 means a 100% yield; for example, 0.34 means a 34% yield).. Dataset: Reaction yield outcomes from USPTO patents with 853,638 reactions The reactants are [OH-].[Na+:2].C[O:4][C:5]1[CH:10]=[CH:9][CH:8]=[CH:7][C:6]=1[C:11]1[N:15]([CH2:16][CH2:17][CH2:18][CH2:19][C:20]([OH:22])=[O:21])[N:14]=[N:13][CH:12]=1. The catalyst is O. The product is [Na+:2].[Na+:2].[OH:4][C:5]1[CH:10]=[CH:9][CH:8]=[CH:7][C:6]=1[C:11]1[N:15]([CH2:16][CH2:17][CH2:18][CH2:19][C:20]([O-:22])=[O:21])[N:14]=[N:13][CH:12]=1.[OH:4][C:5]1[CH:10]=[CH:9][CH:8]=[CH:7][C:6]=1[C:11]1[N:15]([CH2:16][CH2:17][CH2:18][CH2:19][C:20]([O-:22])=[O:21])[N:14]=[N:13][CH:12]=1. The yield is 0.790.